Dataset: Peptide-MHC class II binding affinity with 134,281 pairs from IEDB. Task: Regression. Given a peptide amino acid sequence and an MHC pseudo amino acid sequence, predict their binding affinity value. This is MHC class II binding data. (1) The peptide sequence is EPLQGPFNFRFLTEKGMKNV. The MHC is DRB5_0101 with pseudo-sequence DRB5_0101. The binding affinity (normalized) is 0.881. (2) The peptide sequence is LQLIRLAASLQHYGL. The MHC is HLA-DQA10101-DQB10501 with pseudo-sequence HLA-DQA10101-DQB10501. The binding affinity (normalized) is 0.455.